Dataset: Forward reaction prediction with 1.9M reactions from USPTO patents (1976-2016). Task: Predict the product of the given reaction. (1) Given the reactants C(O[C:6](=O)[NH:7]C1(C2C=CC(C3C(=O)C4C(=CC=C(C#N)C=4)OC=3C3C=CC=CC=3)=CC=2)CCC1)(C)(C)C.[C:38]([O:42][C:43](=[O:75])[NH:44][C:45]1([C:49]2[CH:54]=[CH:53][C:52]([C:55]3[C:64](=[O:65])[C:63]4[C:58](=[C:59](Br)[C:60]([O:66][CH3:67])=[CH:61][CH:62]=4)[O:57][C:56]=3[C:69]3[CH:74]=[CH:73][CH:72]=[CH:71][CH:70]=3)=[CH:51][CH:50]=2)[CH2:48][CH2:47][CH2:46]1)([CH3:41])([CH3:40])[CH3:39], predict the reaction product. The product is: [C:38]([O:42][C:43](=[O:75])[NH:44][C:45]1([C:49]2[CH:54]=[CH:53][C:52]([C:55]3[C:64](=[O:65])[C:63]4[C:58](=[C:59]([C:6]#[N:7])[C:60]([O:66][CH3:67])=[CH:61][CH:62]=4)[O:57][C:56]=3[C:69]3[CH:74]=[CH:73][CH:72]=[CH:71][CH:70]=3)=[CH:51][CH:50]=2)[CH2:48][CH2:47][CH2:46]1)([CH3:41])([CH3:40])[CH3:39]. (2) Given the reactants [CH3:1][C:31]1[C:32]2[C:25](=O)[CH2:26][CH2:27][C:28]=2N(S([C:1]2C=CC(C)=CC=2)(=O)=O)[C:30]=1[C:33](O)=O.O=[C:25]1[C:32]2[CH:31]=[C:30]([C:33](OC)=O)N[C:28]=2[CH2:27][CH2:26]1.BrC1C=C(C=CC=1)C[Mg]Br.Br[C:48]1[CH:49]=[C:50]([CH:74]=[CH:75][CH:76]=1)/[CH:51]=[C:52]1\[CH2:53][CH2:54][C:55]2[N:56]([S:64]([C:67]3[CH:73]=[CH:72][C:70]([CH3:71])=[CH:69][CH:68]=3)(=[O:66])=[O:65])[C:57]([C:60]([O:62][CH3:63])=[O:61])=[CH:58][C:59]\1=2.CB(O)O, predict the reaction product. The product is: [CH3:33][C:30]1[CH:31]=[C:32]([CH:28]=[CH:27][CH:26]=1)[CH2:25][CH:52]1[C:59]2[CH:58]=[C:57]([C:60]([O:62][CH3:63])=[O:61])[NH:56][C:55]=2[CH2:54][CH2:53]1.[CH3:1][C:48]1[CH:49]=[C:50]([CH:74]=[CH:75][CH:76]=1)/[CH:51]=[C:52]1\[CH2:53][CH2:54][C:55]2[N:56]([S:64]([C:67]3[CH:73]=[CH:72][C:70]([CH3:71])=[CH:69][CH:68]=3)(=[O:66])=[O:65])[C:57]([C:60]([O:62][CH3:63])=[O:61])=[CH:58][C:59]\1=2. (3) Given the reactants O1CCCCC1[O:7][NH:8][C:9](/[CH:11]=[CH:12]/[C:13]1[CH:18]=[CH:17][C:16](/[CH:19]=[CH:20]/[C:21]([C:23]2[CH:34]=[CH:33][C:26]([CH2:27]OS(C)(=O)=O)=[CH:25][CH:24]=2)=[O:22])=[CH:15][CH:14]=1)=[O:10].ClCC1C=CC(C(=O)/C=C/C2C=CC(/C=C/C(NOC3CCCCO3)=O)=CC=2)=CC=1.[CH3:65][C@@H:66]1[CH2:71][NH:70][CH2:69][C@H:68]([CH3:72])[N:67]1[C:73](=[O:75])[CH3:74], predict the reaction product. The product is: [C:73]([N:67]1[C@@H:66]([CH3:65])[CH2:71][N:70]([CH2:27][C:26]2[CH:25]=[CH:24][C:23]([C:21](=[O:22])/[CH:20]=[CH:19]/[C:16]3[CH:15]=[CH:14][C:13](/[CH:12]=[CH:11]/[C:9]([NH:8][OH:7])=[O:10])=[CH:18][CH:17]=3)=[CH:34][CH:33]=2)[CH2:69][C@H:68]1[CH3:72])(=[O:75])[CH3:74]. (4) Given the reactants [CH2:1]([N:8]([CH2:15][C:16]1[CH:21]=[CH:20][CH:19]=[CH:18][CH:17]=1)[C:9]1([C:13]#N)[CH2:12][O:11][CH2:10]1)[C:2]1[CH:7]=[CH:6][CH:5]=[CH:4][CH:3]=1.[OH-:22].[Na+].Cl.C([OH:27])C, predict the reaction product. The product is: [CH2:1]([N:8]([CH2:15][C:16]1[CH:21]=[CH:20][CH:19]=[CH:18][CH:17]=1)[C:9]1([C:10]([OH:11])=[O:27])[CH2:13][O:22][CH2:12]1)[C:2]1[CH:7]=[CH:6][CH:5]=[CH:4][CH:3]=1. (5) Given the reactants [F:1][C:2]([F:34])([F:33])[C:3]([N:5]([C@H:7]1[CH2:16][CH2:15][C:14]2[C:9](=[C:10]([O:31]C)[CH:11]=[CH:12][C:13]=2[S:17]([NH:20][C:21]2[CH:26]=[CH:25][C:24]([C:27]([F:30])([F:29])[F:28])=[CH:23][CH:22]=2)(=[O:19])=[O:18])[CH2:8]1)[CH3:6])=[O:4].B(Br)(Br)Br, predict the reaction product. The product is: [F:34][C:2]([F:1])([F:33])[C:3]([N:5]([C@H:7]1[CH2:16][CH2:15][C:14]2[C:9](=[C:10]([OH:31])[CH:11]=[CH:12][C:13]=2[S:17]([NH:20][C:21]2[CH:26]=[CH:25][C:24]([C:27]([F:28])([F:30])[F:29])=[CH:23][CH:22]=2)(=[O:19])=[O:18])[CH2:8]1)[CH3:6])=[O:4].